The task is: Predict the reactants needed to synthesize the given product.. This data is from Full USPTO retrosynthesis dataset with 1.9M reactions from patents (1976-2016). (1) Given the product [Cl:25][C:23]1[C:22]([C:8](=[O:10])[CH2:7][C:6]([O:12][CH2:13][CH3:14])=[O:11])=[CH:21][CH:17]=[C:16]([Cl:15])[N:24]=1, predict the reactants needed to synthesize it. The reactants are: [Li+].CCC[CH2-].[C:6]([O:12][CH2:13][CH3:14])(=[O:11])[CH2:7][C:8]([O-:10])=O.[Cl:15][C:16]1[N:24]=[C:23]([Cl:25])[CH:22]=[CH:21][C:17]=1C(Cl)=O.Cl. (2) The reactants are: [N:1]1[CH:6]=[CH:5][CH:4]=[C:3]([C:7]2[CH:11]=[C:10]([C:12]([F:15])([F:14])[F:13])[N:9]([C:16]3[N:21]=[N:20][C:19]([NH2:22])=[CH:18][CH:17]=3)[N:8]=2)[CH:2]=1.C(N(CC)C(C)C)(C)C.[CH2:32]([O:34][CH2:35][CH2:36][N:37]1[C:42](=[O:43])[CH:41]=[CH:40][C:39]([C:44](Cl)=[O:45])=[CH:38]1)[CH3:33].C(=O)(O)[O-].[Na+]. Given the product [N:1]1[CH:6]=[CH:5][CH:4]=[C:3]([C:7]2[CH:11]=[C:10]([C:12]([F:15])([F:13])[F:14])[N:9]([C:16]3[N:21]=[N:20][C:19]([NH2:22])=[CH:18][CH:17]=3)[N:8]=2)[CH:2]=1.[N:1]1[CH:6]=[CH:5][CH:4]=[C:3]([C:7]2[CH:11]=[C:10]([C:12]([F:15])([F:13])[F:14])[N:9]([C:16]3[N:21]=[N:20][C:19]([NH:22][C:44]([C:39]4[CH:40]=[CH:41][C:42](=[O:43])[N:37]([CH2:36][CH2:35][O:34][CH2:32][CH3:33])[CH:38]=4)=[O:45])=[CH:18][CH:17]=3)[N:8]=2)[CH:2]=1, predict the reactants needed to synthesize it. (3) Given the product [CH3:17][C:2]1([NH:40][C:44](=[O:45])[O:27][CH2:26][C:20]2[CH:25]=[CH:24][CH:23]=[CH:22][CH:21]=2)[CH2:7][CH2:6][CH2:5][N:4]([C:8]2[CH:9]=[CH:10][C:11]([N+:14]([O-:16])=[O:15])=[CH:12][CH:13]=2)[CH2:3]1, predict the reactants needed to synthesize it. The reactants are: C[C:2]1([C:17](N)=O)[CH2:7][CH2:6][CH2:5][N:4]([C:8]2[CH:13]=[CH:12][C:11]([N+:14]([O-:16])=[O:15])=[CH:10][CH:9]=2)[CH2:3]1.[C:20]1([CH2:26][OH:27])[CH:25]=[CH:24][CH:23]=[CH:22][CH:21]=1.N12CCCN=C1CCCCC2.Br[N:40]1[C:44](=[O:45])CCC1=O. (4) The reactants are: Cl.[Cl:2][C:3]1[C:4]([F:19])=[C:5]([CH:16]=[CH:17][CH:18]=1)[CH2:6][NH:7][C:8]([C@@H:10]1[CH2:14][C@@H:13]([F:15])[CH2:12][NH:11]1)=[O:9].[C:20]([C:23]1[C:31]2[C:26](=[CH:27][C:28]([OH:32])=[CH:29][CH:30]=2)[N:25]([CH2:33][C:34](O)=[O:35])[CH:24]=1)(=[O:22])[CH3:21].CN(C(ON1N=NC2C=CC=NC1=2)=[N+](C)C)C.F[P-](F)(F)(F)(F)F.CCN(C(C)C)C(C)C. Given the product [C:20]([C:23]1[C:31]2[C:26](=[CH:27][C:28]([OH:32])=[CH:29][CH:30]=2)[N:25]([CH2:33][C:34]([N:11]2[CH2:12][C@H:13]([F:15])[CH2:14][C@H:10]2[C:8]([NH:7][CH2:6][C:5]2[CH:16]=[CH:17][CH:18]=[C:3]([Cl:2])[C:4]=2[F:19])=[O:9])=[O:35])[CH:24]=1)(=[O:22])[CH3:21], predict the reactants needed to synthesize it. (5) Given the product [C:1]([O:5][C:6](=[O:14])[N:7]([CH3:8])[CH2:9][C@H:10]1[CH2:11][O:13]1)([CH3:4])([CH3:3])[CH3:2], predict the reactants needed to synthesize it. The reactants are: [C:1]([O:5][C:6](=[O:14])[N:7]([CH2:9][C@H:10]([OH:13])[CH2:11]Cl)[CH3:8])([CH3:4])([CH3:3])[CH3:2].[OH-].[Na+]. (6) Given the product [OH:11][CH2:10][CH:9]([N:8]([CH2:17][CH:18]=[CH2:19])[C:6](=[O:7])[O:5][C:1]([CH3:2])([CH3:3])[CH3:4])[CH2:14][CH:15]=[CH2:16], predict the reactants needed to synthesize it. The reactants are: [C:1]([O:5][C:6]([N:8]([CH2:17][CH:18]=[CH2:19])[CH:9]([CH2:14][CH:15]=[CH2:16])[C:10](OC)=[O:11])=[O:7])([CH3:4])([CH3:3])[CH3:2].O1CCCC1.[H-].C([Al+]CC(C)C)C(C)C.C1(C)C=CC=CC=1. (7) Given the product [CH2:1]([C:3]1[N:7]=[C:6]([C:8]2[S:12][C:11]([NH:13][C:23](=[O:24])[CH2:22][CH:21]([CH3:26])[CH3:20])=[N:10][C:9]=2[C:14]2[CH:19]=[CH:18][CH:17]=[CH:16][CH:15]=2)[O:5][N:4]=1)[CH3:2], predict the reactants needed to synthesize it. The reactants are: [CH2:1]([C:3]1[N:7]=[C:6]([C:8]2[S:12][C:11]([NH2:13])=[N:10][C:9]=2[C:14]2[CH:19]=[CH:18][CH:17]=[CH:16][CH:15]=2)[O:5][N:4]=1)[CH3:2].[CH3:20][CH:21]([CH3:26])[CH2:22][C:23](Cl)=[O:24]. (8) Given the product [Cl:8][C:7]1[C:2]2[N:1]=[CH:15][N:14]([CH3:16])[C:3]=2[C:4]([C:9]([O:11][CH2:12][CH3:13])=[O:10])=[CH:5][N:6]=1, predict the reactants needed to synthesize it. The reactants are: [NH2:1][C:2]1[C:3]([NH:14][CH3:15])=[C:4]([C:9]([O:11][CH2:12][CH3:13])=[O:10])[CH:5]=[N:6][C:7]=1[Cl:8].[CH2:16](OC(OCC)OCC)C. (9) Given the product [CH2:24]([O:23][N:20]([CH2:19][CH:12]1[CH:13]([CH2:15][CH2:16][CH2:17][CH3:18])[CH2:14][N:10]([CH2:9][C:8]2[CH:32]=[CH:33][C:5]([OH:4])=[CH:6][CH:7]=2)[C:11]1=[O:31])[CH:21]=[O:22])[C:25]1[CH:30]=[CH:29][CH:28]=[CH:27][CH:26]=1, predict the reactants needed to synthesize it. The reactants are: C([O:4][C:5]1[CH:33]=[CH:32][C:8]([CH2:9][N:10]2[CH2:14][CH:13]([CH2:15][CH2:16][CH2:17][CH3:18])[CH:12]([CH2:19][N:20]([O:23][CH2:24][C:25]3[CH:30]=[CH:29][CH:28]=[CH:27][CH:26]=3)[CH:21]=[O:22])[C:11]2=[O:31])=[CH:7][CH:6]=1)C=C.N1CCOCC1.O.